This data is from Peptide-MHC class II binding affinity with 134,281 pairs from IEDB. The task is: Regression. Given a peptide amino acid sequence and an MHC pseudo amino acid sequence, predict their binding affinity value. This is MHC class II binding data. (1) The peptide sequence is EKKYFAATQFEFLAA. The MHC is DRB1_0101 with pseudo-sequence DRB1_0101. The binding affinity (normalized) is 0.603. (2) The peptide sequence is MMLVSVAGRVDGLELK. The MHC is DRB3_0202 with pseudo-sequence DRB3_0202. The binding affinity (normalized) is 0.312. (3) The peptide sequence is EEVFTDERAARLSHV. The MHC is HLA-DQA10301-DQB10302 with pseudo-sequence HLA-DQA10301-DQB10302. The binding affinity (normalized) is 0.118. (4) The peptide sequence is TLWQRPLVTIKIGGQLKEAL. The MHC is DRB1_0401 with pseudo-sequence DRB1_0401. The binding affinity (normalized) is 0.234. (5) The peptide sequence is GGFFTSVGKGIHTVF. The MHC is HLA-DQA10501-DQB10303 with pseudo-sequence HLA-DQA10501-DQB10303. The binding affinity (normalized) is 0.481. (6) The peptide sequence is KKVGQVTLLDLLKLTVA. The MHC is HLA-DQA10501-DQB10303 with pseudo-sequence HLA-DQA10501-DQB10303. The binding affinity (normalized) is 0.